Dataset: Peptide-MHC class I binding affinity with 185,985 pairs from IEDB/IMGT. Task: Regression. Given a peptide amino acid sequence and an MHC pseudo amino acid sequence, predict their binding affinity value. This is MHC class I binding data. The peptide sequence is AMQDPNPEV. The MHC is HLA-A02:12 with pseudo-sequence HLA-A02:12. The binding affinity (normalized) is 0.834.